From a dataset of Catalyst prediction with 721,799 reactions and 888 catalyst types from USPTO. Predict which catalyst facilitates the given reaction. (1) Reactant: [NH2:1][CH2:2][C:3]1[CH:4]=[C:5]([CH:13]=[C:14]([C:16]([F:19])([F:18])[F:17])[CH:15]=1)[C:6]([O:8]C(C)(C)C)=[O:7].FC(F)(F)C(O)=O. Product: [NH2:1][CH2:2][C:3]1[CH:4]=[C:5]([CH:13]=[C:14]([C:16]([F:17])([F:18])[F:19])[CH:15]=1)[C:6]([OH:8])=[O:7]. The catalyst class is: 2. (2) Reactant: [Cl-].O[NH3+:3].[C:4](=[O:7])([O-])[OH:5].[Na+].CS(C)=O.[CH2:13]([C:17]1[N:18]([CH2:31][C:32]2[CH:37]=[CH:36][C:35]([C:38]3[C:39]([C:44]#[N:45])=[CH:40][CH:41]=[CH:42][CH:43]=3)=[CH:34][CH:33]=2)[C:19](=[O:30])[C:20]([C:24]2[CH:25]=[N:26][N:27]([CH3:29])[CH:28]=2)=[C:21]([CH3:23])[N:22]=1)[CH2:14][CH2:15][CH3:16]. Product: [CH2:13]([C:17]1[N:18]([CH2:31][C:32]2[CH:33]=[CH:34][C:35]([C:38]3[CH:43]=[CH:42][CH:41]=[CH:40][C:39]=3[C:44]3[NH:3][C:4](=[O:7])[O:5][N:45]=3)=[CH:36][CH:37]=2)[C:19](=[O:30])[C:20]([C:24]2[CH:25]=[N:26][N:27]([CH3:29])[CH:28]=2)=[C:21]([CH3:23])[N:22]=1)[CH2:14][CH2:15][CH3:16]. The catalyst class is: 6.